This data is from Full USPTO retrosynthesis dataset with 1.9M reactions from patents (1976-2016). The task is: Predict the reactants needed to synthesize the given product. (1) Given the product [S:57]1[C:53]([CH2:52][O:51][C:40]([N:13]([CH2:14][C@@H:15]([NH:23][C:24]([O:26][CH2:27][C:28]2[S:32][CH:31]=[N:30][CH:29]=2)=[O:25])[CH2:16][C:17]2[CH:18]=[CH:19][CH:20]=[CH:21][CH:22]=2)[CH2:12][C@@H:11]([NH:10][C:8]([O:7][CH2:6][C:5]2[S:1][CH:2]=[N:3][CH:4]=2)=[O:9])[CH2:33][C:34]2[CH:39]=[CH:38][CH:37]=[CH:36][CH:35]=2)=[O:41])=[CH:54][N:55]=[CH:56]1, predict the reactants needed to synthesize it. The reactants are: [S:1]1[C:5]([CH2:6][O:7][C:8]([NH:10][C@@H:11]([CH2:33][C:34]2[CH:39]=[CH:38][CH:37]=[CH:36][CH:35]=2)[CH2:12][NH:13][CH2:14][C@@H:15]([NH:23][C:24]([O:26][CH2:27][C:28]2[S:32][CH:31]=[N:30][CH:29]=2)=[O:25])[CH2:16][C:17]2[CH:22]=[CH:21][CH:20]=[CH:19][CH:18]=2)=[O:9])=[CH:4][N:3]=[CH:2]1.[C:40](=O)([O:51][CH2:52][C:53]1[S:57][CH:56]=[N:55][CH:54]=1)[O:41]C1C=CC([N+]([O-])=O)=CC=1.C(N(CC)CC)C. (2) Given the product [CH2:8]1[C:9]2[C:5](=[C:4]([NH:1][C:14](=[O:15])[CH3:13])[CH:12]=[CH:11][CH:10]=2)[CH2:6][CH2:7]1, predict the reactants needed to synthesize it. The reactants are: [N+:1]([C:4]1[CH:12]=[CH:11][CH:10]=[C:9]2[C:5]=1[CH2:6][CH2:7][CH2:8]2)([O-])=O.[CH3:13][C:14](OC(C)=O)=[O:15]. (3) The reactants are: C[O:2][C:3](=O)[CH:4]=[CH:5][C:6](=[C:11]([NH:13][C@@H:14]([C:16]1[CH:21]=[CH:20][CH:19]=[CH:18][CH:17]=1)[CH3:15])[CH3:12])[C:7]([O:9][CH3:10])=[O:8].C[O-].[Na+].[Br:26]N1C(=O)CCC1=O. Given the product [CH3:10][O:9][C:7]([C:6]1[CH:5]=[C:4]([Br:26])[C:3](=[O:2])[N:13]([C@@H:14]([C:16]2[CH:21]=[CH:20][CH:19]=[CH:18][CH:17]=2)[CH3:15])[C:11]=1[CH3:12])=[O:8], predict the reactants needed to synthesize it. (4) Given the product [C:9]([O:8][CH2:1][C:2]1[CH:7]=[CH:6][CH:5]=[CH:4][CH:3]=1)(=[O:15])[CH2:10][CH2:11][C:12]([O:14][C@@H:18]1[CH2:19][C@H:20]2[C:21]([CH3:23])([CH3:22])[C@:17]1([CH3:16])[CH2:25][CH2:24]2)=[O:13], predict the reactants needed to synthesize it. The reactants are: [CH2:1]([O:8][C:9](=[O:15])[CH2:10][CH2:11][C:12]([OH:14])=[O:13])[C:2]1[CH:7]=[CH:6][CH:5]=[CH:4][CH:3]=1.[CH3:16][C@@:17]12[C@H:25](O)[CH2:24][C@@H:20]([C:21]1([CH3:23])[CH3:22])[CH2:19][CH2:18]2.C1C=CC2N(O)N=NC=2C=1.CCN=C=NCCCN(C)C.Cl. (5) Given the product [C:17]1([C:16]2[CH:15]=[N:14][N:12]3[CH:13]=[C:8]([C:5]4[CH:6]=[CH:7][C:2]([C:25]#[C:24][CH2:23][OH:26])=[CH:3][CH:4]=4)[CH:9]=[N:10][C:11]=23)[CH:22]=[CH:21][CH:20]=[CH:19][CH:18]=1, predict the reactants needed to synthesize it. The reactants are: Br[C:2]1[CH:7]=[CH:6][C:5]([C:8]2[CH:9]=[N:10][C:11]3[N:12]([N:14]=[CH:15][C:16]=3[C:17]3[CH:22]=[CH:21][CH:20]=[CH:19][CH:18]=3)[CH:13]=2)=[CH:4][CH:3]=1.[CH2:23]([OH:26])[C:24]#[CH:25]. (6) Given the product [NH:22]1[CH:21]=[C:20]([C:17]2[CH:18]=[CH:19][C:14]([NH:13][C:12]3[C:6]4[CH2:5][N:4]([C:1](=[O:3])[CH3:2])[CH2:9][CH2:8][C:7]=4[N:10]([CH2:32][CH:33]4[CH2:35][CH2:34]4)[N:11]=3)=[CH:15][CH:16]=2)[CH:24]=[N:23]1, predict the reactants needed to synthesize it. The reactants are: [C:1]([N:4]1[CH2:9][CH2:8][C:7]2[N:10]([CH2:32][CH:33]3[CH2:35][CH2:34]3)[N:11]=[C:12]([NH:13][C:14]3[CH:19]=[CH:18][C:17]([C:20]4[CH:21]=[N:22][N:23](C(OC(C)(C)C)=O)[CH:24]=4)=[CH:16][CH:15]=3)[C:6]=2[CH2:5]1)(=[O:3])[CH3:2].C(O)(C(F)(F)F)=O. (7) Given the product [NH2:30][C:25]1[CH:26]=[CH:27][CH:28]=[C:29]2[C:24]=1[CH:23]=[N:22][N:21]2[C:15]([C:12]1[CH:11]=[CH:10][C:9]([Br:8])=[CH:14][CH:13]=1)([CH2:19][CH3:20])[CH:16]([OH:18])[CH3:17], predict the reactants needed to synthesize it. The reactants are: FC(F)(F)C(O)=O.[Br:8][C:9]1[CH:14]=[CH:13][C:12]([C:15]([N:21]2[C:29]3[C:24](=[C:25]([NH:30]C(=O)OC(C)(C)C)[CH:26]=[CH:27][CH:28]=3)[CH:23]=[N:22]2)([CH2:19][CH3:20])[CH:16]([OH:18])[CH3:17])=[CH:11][CH:10]=1.